Dataset: Full USPTO retrosynthesis dataset with 1.9M reactions from patents (1976-2016). Task: Predict the reactants needed to synthesize the given product. (1) Given the product [C:1]([NH:4][CH2:5][C:6]1[O:10][C:9]([C:11]2[C:16]([OH:17])=[CH:15][C:14]([OH:21])=[CH:13][C:12]=2[CH2:25][C:26]([OH:28])=[O:27])=[CH:8][CH:7]=1)(=[O:3])[CH3:2], predict the reactants needed to synthesize it. The reactants are: [C:1]([NH:4][CH2:5][C:6]1[O:10][C:9]([C:11]2[C:16]([O:17]COC)=[CH:15][C:14]([O:21]COC)=[CH:13][C:12]=2[CH2:25][C:26]([O:28]C)=[O:27])=[CH:8][CH:7]=1)(=[O:3])[CH3:2].C(OC(=O)C)(=O)C.N1C=CC=CC=1.[OH-].[Na+].Cl. (2) Given the product [Cl:1][C:2]([Cl:20])=[CH:3][CH2:4][O:5][C:6]1[CH:17]=[C:16]([Cl:18])[C:9]([O:10][CH2:11][CH2:12][CH2:13][CH2:14][Br:22])=[C:8]([Cl:19])[CH:7]=1, predict the reactants needed to synthesize it. The reactants are: [Cl:1][C:2]([Cl:20])=[CH:3][CH2:4][O:5][C:6]1[CH:17]=[C:16]([Cl:18])[C:9]([O:10][CH2:11][CH2:12][CH2:13][CH2:14]O)=[C:8]([Cl:19])[CH:7]=1.C(Br)(Br)(Br)[Br:22].C1(P(C2C=CC=CC=2)C2C=CC=CC=2)C=CC=CC=1. (3) Given the product [Br:8][C:9]1[CH:14]=[C:13]([C:12]([O:15][CH3:16])=[CH:11][N:10]=1)[C:25]([OH:27])=[O:26], predict the reactants needed to synthesize it. The reactants are: N(C(C)C)C(C)C.[Br:8][C:9]1[CH:14]=[CH:13][C:12]([O:15][CH3:16])=[CH:11][N:10]=1.[Li+].CC([N-]C(C)C)C.[C:25](=[O:27])=[O:26].[OH-].[Na+]. (4) Given the product [N:18]1[CH:19]=[CH:20][CH:21]=[CH:22][C:17]=1[NH:16][C:13]1[CH:14]=[CH:15][C:10]([O:9][C:4]2[C:3]([C:39]3[CH2:40][CH2:41][C:37](=[O:42])[CH:38]=3)=[CH:8][CH:7]=[CH:6][N:5]=2)=[CH:11][CH:12]=1, predict the reactants needed to synthesize it. The reactants are: Cl.Br[C:3]1[C:4]([O:9][C:10]2[CH:15]=[CH:14][C:13]([NH:16][C:17]3[CH:22]=[CH:21][CH:20]=[CH:19][N:18]=3)=[CH:12][CH:11]=2)=[N:5][CH:6]=[CH:7][CH:8]=1.CN(C1CCCCC1)C1CCCCC1.[C:37]1(=[O:42])[CH2:41][CH2:40][CH:39]=[CH:38]1. (5) Given the product [CH2:1]([O:3][C:4]([C:6]1[CH2:11][CH2:10][CH2:9][CH2:8][C:7]=1[C:16]1[CH:17]=[CH:18][CH:19]=[CH:20][C:15]=1[O:14][CH3:13])=[O:5])[CH3:2], predict the reactants needed to synthesize it. The reactants are: [CH2:1]([O:3][C:4]([C:6]1[CH2:11][CH2:10][CH2:9][CH2:8][C:7]=1O)=[O:5])[CH3:2].[CH3:13][O:14][C:15]1[CH:20]=[CH:19][CH:18]=[CH:17][C:16]=1B(O)O.CN(C=O)C.C(=O)([O-])[O-].[Na+].[Na+]. (6) Given the product [CH2:1]([N:3]1[C:12]2[C:7](=[CH:8][C:9]([F:20])=[C:10]([N:14]3[CH2:15][CH2:16][N:17]([CH2:26][C:27]([C:29]4[CH:34]=[CH:33][C:32]([F:35])=[CH:31][CH:30]=4)=[O:28])[CH2:18][CH2:19]3)[C:11]=2[F:13])[C:6](=[O:21])[C:5]([C:22]([OH:24])=[O:23])=[CH:4]1)[CH3:2], predict the reactants needed to synthesize it. The reactants are: [CH2:1]([N:3]1[C:12]2[C:7](=[CH:8][C:9]([F:20])=[C:10]([N:14]3[CH2:19][CH2:18][NH:17][CH2:16][CH2:15]3)[C:11]=2[F:13])[C:6](=[O:21])[C:5]([C:22]([OH:24])=[O:23])=[CH:4]1)[CH3:2].Br[CH2:26][C:27]([C:29]1[CH:34]=[CH:33][C:32]([F:35])=[CH:31][CH:30]=1)=[O:28]. (7) Given the product [CH3:29][O:30][C:31](=[O:48])[C:32]1[CH:37]=[CH:36][C:35]([NH:38][C:39]([N:9]2[CH2:10][C@@H:11]([CH2:23][C:24]([CH3:25])([CH3:27])[CH3:26])[C@@:12]([C:15]3[CH:20]=[CH:19][C:18]([Cl:21])=[CH:17][C:16]=3[F:22])([C:13]#[N:14])[C@H:8]2[C:4]2[CH:5]=[CH:6][CH:7]=[C:2]([Cl:1])[C:3]=2[F:28])=[O:40])=[CH:34][C:33]=1[O:46][CH3:47], predict the reactants needed to synthesize it. The reactants are: [Cl:1][C:2]1[C:3]([F:28])=[C:4]([CH:8]2[C:12]([C:15]3[CH:20]=[CH:19][C:18]([Cl:21])=[CH:17][C:16]=3[F:22])([C:13]#[N:14])[CH:11]([CH2:23][C:24]([CH3:27])([CH3:26])[CH3:25])[CH2:10][NH:9]2)[CH:5]=[CH:6][CH:7]=1.[CH3:29][O:30][C:31](=[O:48])[C:32]1[CH:37]=[CH:36][C:35]([NH:38][C:39](N2C=CN=C2)=[O:40])=[CH:34][C:33]=1[O:46][CH3:47].